This data is from NCI-60 drug combinations with 297,098 pairs across 59 cell lines. The task is: Regression. Given two drug SMILES strings and cell line genomic features, predict the synergy score measuring deviation from expected non-interaction effect. (1) Drug 1: CCC(=C(C1=CC=CC=C1)C2=CC=C(C=C2)OCCN(C)C)C3=CC=CC=C3.C(C(=O)O)C(CC(=O)O)(C(=O)O)O. Drug 2: CC12CCC3C(C1CCC2O)C(CC4=C3C=CC(=C4)O)CCCCCCCCCS(=O)CCCC(C(F)(F)F)(F)F. Cell line: MDA-MB-231. Synergy scores: CSS=5.78, Synergy_ZIP=1.51, Synergy_Bliss=9.49, Synergy_Loewe=1.05, Synergy_HSA=4.05. (2) Drug 1: CC(C1=C(C=CC(=C1Cl)F)Cl)OC2=C(N=CC(=C2)C3=CN(N=C3)C4CCNCC4)N. Drug 2: CN1C(=O)N2C=NC(=C2N=N1)C(=O)N. Cell line: HCC-2998. Synergy scores: CSS=6.80, Synergy_ZIP=-0.347, Synergy_Bliss=1.66, Synergy_Loewe=-11.1, Synergy_HSA=-2.62.